This data is from Catalyst prediction with 721,799 reactions and 888 catalyst types from USPTO. The task is: Predict which catalyst facilitates the given reaction. Reactant: [CH3:1][C:2]12[CH2:7][CH:6]1[C:5](=[O:8])[O:4][C:3]2=[O:9].[NH2:10][C:11]1[CH:16]=[CH:15][C:14]([Cl:17])=[CH:13][N:12]=1. Product: [Cl:17][C:14]1[CH:15]=[CH:16][C:11]([NH:10][C:5]([CH:6]2[CH2:7][C:2]2([CH3:1])[C:3]([OH:4])=[O:9])=[O:8])=[N:12][CH:13]=1. The catalyst class is: 20.